Dataset: Forward reaction prediction with 1.9M reactions from USPTO patents (1976-2016). Task: Predict the product of the given reaction. (1) The product is: [Cl:20][C:21]1[CH:22]=[CH:23][C:24]([C:27]2[C:28]([C:33]([N:3]3[CH2:4][C@@H:5]4[C@@H:1]([CH2:6]4)[C@H:2]3[CH2:7][NH:8][C:9]([C:11]3[CH:12]=[CH:13][CH:14]=[C:15]4[O:19][CH:18]=[CH:17][C:16]=34)=[O:10])=[O:34])=[CH:29][CH:30]=[CH:31][CH:32]=2)=[CH:25][CH:26]=1. Given the reactants [C@@H:1]12[CH2:6][C@@H:5]1[CH2:4][NH:3][C@@H:2]2[CH2:7][NH:8][C:9]([C:11]1[CH:12]=[CH:13][CH:14]=[C:15]2[O:19][CH:18]=[CH:17][C:16]=12)=[O:10].[Cl:20][C:21]1[CH:26]=[CH:25][C:24]([C:27]2[C:28]([C:33](O)=[O:34])=[CH:29][CH:30]=[CH:31][CH:32]=2)=[CH:23][CH:22]=1, predict the reaction product. (2) Given the reactants [CH3:1][N:2]([CH3:11])[C:3]1[CH:4]=[C:5]([CH2:9]O)[CH:6]=[CH:7][CH:8]=1.[CH3:12][C:13]1([CH3:25])[C:17]([CH3:19])([CH3:18])[O:16][B:15]([C:20]2[CH:21]=[N:22][NH:23][CH:24]=2)[O:14]1.C(C=P(CCCC)(CCCC)CCCC)#N, predict the reaction product. The product is: [CH3:1][N:2]([CH3:11])[C:3]1[CH:8]=[CH:7][CH:6]=[C:5]([CH2:9][N:23]2[CH:24]=[C:20]([B:15]3[O:14][C:13]([CH3:25])([CH3:12])[C:17]([CH3:19])([CH3:18])[O:16]3)[CH:21]=[N:22]2)[CH:4]=1. (3) Given the reactants [CH2:1]([C:4]1[N:5]=[N:6][N:7]([CH2:9][C:10]([N:12]2[CH2:17][CH2:16][O:15][CH:14]([C:18]([OH:20])=O)[CH2:13]2)=[O:11])[CH:8]=1)[CH2:2][CH3:3].[Li].[NH2:22][C@@H:23]([CH2:41][C:42]1[CH:47]=[CH:46][CH:45]=[CH:44][CH:43]=1)[C@H:24]([OH:40])[CH2:25][NH:26][C@@H:27]1[C:36]2[C:31](=[CH:32][CH:33]=[C:34]([Br:37])[CH:35]=2)[O:30][C:29]([CH3:39])([CH3:38])[CH2:28]1.[CH3:48]N(C(ON1N=NC2C=CC=NC1=2)=[N+](C)C)C.F[P-](F)(F)(F)(F)F, predict the reaction product. The product is: [Br:37][C:34]1[CH:35]=[C:36]2[C:31](=[CH:32][CH:33]=1)[O:30][C:29]1([CH2:39][CH2:48][CH2:38]1)[CH2:28][C@@H:27]2[NH:26][CH2:25][C@@H:24]([OH:40])[C@@H:23]([NH:22][C:18]([C@@H:14]1[O:15][CH2:16][CH2:17][N:12]([C:10](=[O:11])[CH2:9][N:7]2[CH:8]=[C:4]([CH2:1][CH2:2][CH3:3])[N:5]=[N:6]2)[CH2:13]1)=[O:20])[CH2:41][C:42]1[CH:47]=[CH:46][CH:45]=[CH:44][CH:43]=1. (4) Given the reactants [NH2:1][C:2]1[S:3][CH:4]=[CH:5][N:6]=1.[CH3:7][C:8]([O:11][C:12](O[C:12]([O:11][C:8]([CH3:10])([CH3:9])[CH3:7])=[O:13])=[O:13])([CH3:10])[CH3:9].CCN(CC)CC, predict the reaction product. The product is: [S:3]1[CH:4]=[CH:5][N:6]=[C:2]1[NH:1][C:12](=[O:13])[O:11][C:8]([CH3:10])([CH3:9])[CH3:7].